Dataset: Peptide-MHC class II binding affinity with 134,281 pairs from IEDB. Task: Regression. Given a peptide amino acid sequence and an MHC pseudo amino acid sequence, predict their binding affinity value. This is MHC class II binding data. The peptide sequence is SNPKFENIAEGLRAL. The MHC is HLA-DPA10301-DPB10402 with pseudo-sequence HLA-DPA10301-DPB10402. The binding affinity (normalized) is 0.353.